Dataset: Catalyst prediction with 721,799 reactions and 888 catalyst types from USPTO. Task: Predict which catalyst facilitates the given reaction. Reactant: [CH2:1]([NH2:5])[CH2:2][CH2:3][CH3:4].[OH:6][C:7]([CH3:22])([CH3:21])[CH2:8][O:9][N:10]1[C:15]([CH3:17])([CH3:16])[CH2:14][C:13](=O)[CH2:12][C:11]1([CH3:20])[CH3:19]. Product: [CH2:1]([NH:5][CH:13]1[CH2:14][C:15]([CH3:17])([CH3:16])[N:10]([O:9][CH2:8][C:7]([OH:6])([CH3:22])[CH3:21])[C:11]([CH3:20])([CH3:19])[CH2:12]1)[CH2:2][CH2:3][CH3:4]. The catalyst class is: 553.